This data is from Full USPTO retrosynthesis dataset with 1.9M reactions from patents (1976-2016). The task is: Predict the reactants needed to synthesize the given product. Given the product [Br:36][C:37]1[CH:38]=[C:39]([C:50]2[CH:51]=[CH:52][C:53](/[CH:54]=[CH:2]/[CH:3]=[CH:4]/[C:5]3[CH:6]=[CH:7][CH:8]=[CH:9][CH:10]=3)=[CH:56][CH:57]=2)[S:40][C:41]=1[C:42]1[CH:47]=[CH:46][C:45]([O:48][CH3:49])=[CH:44][CH:43]=1, predict the reactants needed to synthesize it. The reactants are: [Br-].[CH2:2]([P+](C1C=CC=CC=1)(C1C=CC=CC=1)C1C=CC=CC=1)[CH:3]=[CH:4][C:5]1[CH:10]=[CH:9][CH:8]=[CH:7][CH:6]=1.CC([O-])(C)C.[K+].[Br:36][C:37]1[CH:38]=[C:39]([C:50]2[CH:57]=[CH:56][C:53]([CH:54]=O)=[CH:52][CH:51]=2)[S:40][C:41]=1[C:42]1[CH:47]=[CH:46][C:45]([O:48][CH3:49])=[CH:44][CH:43]=1.O.